From a dataset of Catalyst prediction with 721,799 reactions and 888 catalyst types from USPTO. Predict which catalyst facilitates the given reaction. (1) Reactant: [CH3:1][C@H:2]1[CH2:7][C@@H:6]([C:8]([O:10][CH3:11])=[O:9])[CH2:5][CH2:4][N:3]1C(OCC1C=CC=CC=1)=O. Product: [CH3:1][C@H:2]1[CH2:7][C@@H:6]([C:8]([O:10][CH3:11])=[O:9])[CH2:5][CH2:4][NH:3]1. The catalyst class is: 29. (2) Reactant: CS([Cl:5])(=O)=O.[C:6]1([CH:12](O)[CH2:13][CH2:14][N:15]2[CH2:20][CH2:19][CH:18]([N:21]([CH2:35][CH3:36])[C:22](=[O:34])[CH2:23][C:24]3[CH:29]=[CH:28][C:27]([S:30]([CH3:33])(=[O:32])=[O:31])=[CH:26][CH:25]=3)[CH2:17][CH2:16]2)[CH:11]=[CH:10][CH:9]=[CH:8][CH:7]=1.C(N(CC)CC)C. Product: [C:6]1([CH:12]([Cl:5])[CH2:13][CH2:14][N:15]2[CH2:20][CH2:19][CH:18]([N:21]([CH2:35][CH3:36])[C:22](=[O:34])[CH2:23][C:24]3[CH:29]=[CH:28][C:27]([S:30]([CH3:33])(=[O:32])=[O:31])=[CH:26][CH:25]=3)[CH2:17][CH2:16]2)[CH:11]=[CH:10][CH:9]=[CH:8][CH:7]=1. The catalyst class is: 4. (3) Reactant: C([O:4][C@@H:5]1[C@@H:10]([O:11]C(=O)C)[C@H:9]([O:15]C(=O)C)[C@@H:8]([O:19]/[C:20](/[C:29]([O:31]CC)=[O:30])=[CH:21]\[C:22]2[CH:27]=[CH:26][CH:25]=[CH:24][C:23]=2[F:28])[O:7][C@H:6]1[CH2:34][O:35]C(=O)C)(=O)C.O[Li].O. Product: [F:28][C:23]1[CH:24]=[CH:25][CH:26]=[CH:27][C:22]=1/[CH:21]=[C:20](\[O:19][C@@H:8]1[C@@H:9]([OH:15])[C@H:10]([OH:11])[C@@H:5]([OH:4])[C@H:6]([CH2:34][OH:35])[O:7]1)/[C:29]([OH:31])=[O:30]. The catalyst class is: 20. (4) Reactant: FC(F)(F)[C:3]([N:5]([C:7]1[CH:12]=[CH:11][C:10]([C:13]#[C:14][CH2:15][CH2:16][CH2:17][OH:18])=[CH:9][CH:8]=1)C)=O.C([O-])([O-])=O.[K+].[K+].O. Product: [CH3:3][NH:5][C:7]1[CH:12]=[CH:11][C:10]([C:13]#[C:14][CH2:15][CH2:16][CH2:17][OH:18])=[CH:9][CH:8]=1. The catalyst class is: 5. (5) Reactant: [Cl:1][C:2]1[O:6][C:5]([CH2:7][C:8]2[CH:13]=[CH:12][C:11]([CH2:14][C:15](Cl)=[N:16][OH:17])=[CH:10][CH:9]=2)=[CH:4][CH:3]=1.O1CCCC1.[C:24]([C:26]1[C:27]([NH2:32])=[N:28][CH:29]=[CH:30][CH:31]=1)#[CH:25].C(N(CC)CC)C. Product: [Cl:1][C:2]1[O:6][C:5]([CH2:7][C:8]2[CH:13]=[CH:12][C:11]([CH2:14][C:15]3[CH:25]=[C:24]([C:26]4[C:27]([NH2:32])=[N:28][CH:29]=[CH:30][CH:31]=4)[O:17][N:16]=3)=[CH:10][CH:9]=2)=[CH:4][CH:3]=1. The catalyst class is: 6.